The task is: Predict the reaction yield, written as a fraction of the theoretical maximum amount of product (1.0 means a 100% yield; for example, 0.34 means a 34% yield).. This data is from Reaction yield outcomes from USPTO patents with 853,638 reactions. (1) The reactants are [NH2:1][C:2]1[CH:11]=[C:10]([O:12][CH3:13])[C:9]([O:14][CH2:15][CH2:16][O:17][CH3:18])=[CH:8][C:3]=1[C:4](OC)=[O:5].CC(O)=O.[CH:23]([NH2:25])=O. No catalyst specified. The product is [CH3:13][O:12][C:10]1[CH:11]=[C:2]2[C:3]([C:4](=[O:5])[NH:25][CH:23]=[N:1]2)=[CH:8][C:9]=1[O:14][CH2:15][CH2:16][O:17][CH3:18]. The yield is 0.690. (2) The reactants are [H-].[Na+].[CH2:3]([N:5]([CH2:40][CH3:41])[C:6]([C:8]1[NH:9][C:10]2[C:15]([C:16]=1[CH2:17][N:18]([CH2:25][C:26]1[CH:31]=[C:30]([C:32]([F:35])([F:34])[F:33])[CH:29]=[C:28]([C:36]([F:39])([F:38])[F:37])[CH:27]=1)[C:19]1[N:20]=[N:21][N:22]([CH3:24])[N:23]=1)=[CH:14][CH:13]=[CH:12][CH:11]=2)=[O:7])[CH3:4].[CH3:42]I. The catalyst is CN(C=O)C. The product is [CH2:40]([N:5]([CH2:3][CH3:4])[C:6]([C:8]1[N:9]([CH3:42])[C:10]2[C:15]([C:16]=1[CH2:17][N:18]([CH2:25][C:26]1[CH:31]=[C:30]([C:32]([F:33])([F:34])[F:35])[CH:29]=[C:28]([C:36]([F:39])([F:38])[F:37])[CH:27]=1)[C:19]1[N:20]=[N:21][N:22]([CH3:24])[N:23]=1)=[CH:14][CH:13]=[CH:12][CH:11]=2)=[O:7])[CH3:41]. The yield is 0.600.